Dataset: Catalyst prediction with 721,799 reactions and 888 catalyst types from USPTO. Task: Predict which catalyst facilitates the given reaction. (1) Reactant: [C:1]([CH2:3][C:4]1[C:5]([C:24]2[CH:29]=[CH:28][C:27]([CH3:30])=[CH:26][CH:25]=2)=[C:6]([CH2:15][NH:16][C:17](=[O:23])[O:18][C:19]([CH3:22])([CH3:21])[CH3:20])[C:7]([CH2:11][CH:12]([CH3:14])[CH3:13])=[N:8][C:9]=1[CH3:10])#[N:2].C([Sn](=O)CCCC)CCC.C[Si]([N:45]=[N+:46]=[N-:47])(C)C.O. Product: [CH2:11]([C:7]1[C:6]([CH2:15][NH:16][C:17](=[O:23])[O:18][C:19]([CH3:22])([CH3:21])[CH3:20])=[C:5]([C:24]2[CH:29]=[CH:28][C:27]([CH3:30])=[CH:26][CH:25]=2)[C:4]([CH2:3][C:1]2[NH:47][N:46]=[N:45][N:2]=2)=[C:9]([CH3:10])[N:8]=1)[CH:12]([CH3:13])[CH3:14]. The catalyst class is: 11. (2) Reactant: C(O[CH:4]([NH:9][C:10]1[CH:30]=[CH:29][C:13]([O:14][C:15]2[N:20]=[CH:19][N:18]=[C:17]([NH:21][C:22]([N:24]3[CH2:28][CH2:27][CH2:26][CH2:25]3)=[O:23])[CH:16]=2)=[C:12]([F:31])[CH:11]=1)[C:5]([F:8])([F:7])[F:6])C.[C:32]([O:40][CH2:41][CH3:42])(=[O:39])[CH2:33][C:34]([O:36][CH2:37][CH3:38])=[O:35].[H-].[Na+].Cl. Product: [F:6][C:5]([F:7])([F:8])[CH:4]([CH:33]([C:34]([O:36][CH2:37][CH3:38])=[O:35])[C:32]([O:40][CH2:41][CH3:42])=[O:39])[NH:9][C:10]1[CH:30]=[CH:29][C:13]([O:14][C:15]2[CH:16]=[C:17]([NH:21][C:22]([N:24]3[CH2:25][CH2:26][CH2:27][CH2:28]3)=[O:23])[N:18]=[CH:19][N:20]=2)=[C:12]([F:31])[CH:11]=1. The catalyst class is: 30.